From a dataset of Full USPTO retrosynthesis dataset with 1.9M reactions from patents (1976-2016). Predict the reactants needed to synthesize the given product. (1) Given the product [CH2:1]([N:8]([CH2:9][CH2:10][O:11][C:20]1[CH:21]=[C:16]([Br:15])[CH:17]=[CH:18][C:19]=1[N+:22]([O-:24])=[O:23])[CH3:12])[C:2]1[CH:7]=[CH:6][CH:5]=[CH:4][CH:3]=1, predict the reactants needed to synthesize it. The reactants are: [CH2:1]([N:8]([CH3:12])[CH2:9][CH2:10][OH:11])[C:2]1[CH:7]=[CH:6][CH:5]=[CH:4][CH:3]=1.[H-].[Na+].[Br:15][C:16]1[CH:21]=[CH:20][C:19]([N+:22]([O-:24])=[O:23])=[C:18](F)[CH:17]=1. (2) Given the product [CH:59]1[N:51]2[C:52]3[C:57]([N:58]=[C:49]([N:47]([C:11]([C:2]4[CH:3]=[N:4][C:5]5[C:10](=[CH:9][CH:8]=[CH:7][CH:6]=5)[N:1]=4)=[O:13])[NH2:48])[C:50]2=[CH:61][CH:60]=1)=[CH:56][CH:55]=[CH:54][CH:53]=3, predict the reactants needed to synthesize it. The reactants are: [N:1]1[C:10]2[C:5](=[CH:6][CH:7]=[CH:8][CH:9]=2)[N:4]=[CH:3][C:2]=1[C:11]([OH:13])=O.C1(P(C2C=CC=CC=2)C2C=CC=CC=2)C=CC=CC=1.C1C=C(SSC2N=CC=CC=2)N=CC=1.[NH:47]([C:49]1[C:50]2[N:51]([CH:59]=[CH:60][CH:61]=2)[C:52]2[C:57]([N:58]=1)=[CH:56][CH:55]=[CH:54][CH:53]=2)[NH2:48].